Dataset: Full USPTO retrosynthesis dataset with 1.9M reactions from patents (1976-2016). Task: Predict the reactants needed to synthesize the given product. (1) Given the product [Cl:30][C:19]1[CH:20]=[C:21]([C:22]2[C:27]([CH3:28])=[CH:26][CH:25]=[CH:24][C:23]=2[CH3:29])[C:15]2[O:14][CH:13]([CH2:12][NH:35][CH:31]3[CH2:34][CH2:33][CH2:32]3)[CH2:17][C:16]=2[CH:18]=1, predict the reactants needed to synthesize it. The reactants are: CC1C=CC(S(O[CH2:12][CH:13]2[CH2:17][C:16]3[CH:18]=[C:19]([Cl:30])[CH:20]=[C:21]([C:22]4[C:27]([CH3:28])=[CH:26][CH:25]=[CH:24][C:23]=4[CH3:29])[C:15]=3[O:14]2)(=O)=O)=CC=1.[CH:31]1([NH2:35])[CH2:34][CH2:33][CH2:32]1. (2) Given the product [CH:24]([O:23][C:13]1[C:14]2[O:15][C:16]3[CH:22]=[CH:21][CH:20]=[CH:19][C:17]=3[C:18]=2[C:10]([C:8]([NH2:7]=[O:35])=[O:9])=[CH:11][CH:12]=1)([CH3:26])[CH3:25], predict the reactants needed to synthesize it. The reactants are: N1C=CC=C([NH:7][C:8]([C:10]2[C:18]3[C:17]4[CH:19]=[CH:20][CH:21]=[CH:22][C:16]=4[O:15][C:14]=3[C:13]([O:23][CH:24]([CH3:26])[CH3:25])=[CH:12][CH:11]=2)=[O:9])C=1.ClC1C=CC=C(C(OO)=[O:35])C=1. (3) Given the product [C:12]([CH:14]=[CH:38][CH2:37][CH2:36][C@H:27]1[CH2:26][O:25][C:24]([CH3:40])([CH3:23])[N:28]1[C:29]([O:31][C:32]([CH3:35])([CH3:34])[CH3:33])=[O:30])#[N:13], predict the reactants needed to synthesize it. The reactants are: CC(C)([O-])C.[K+].O1CCCC1.[C:12]([CH2:14]P(=O)(OCC)OCC)#[N:13].[CH3:23][C:24]1([CH3:40])[N:28]([C:29]([O:31][C:32]([CH3:35])([CH3:34])[CH3:33])=[O:30])[C@@H:27]([CH2:36][CH2:37][CH:38]=O)[CH2:26][O:25]1. (4) Given the product [C:1]1([C:7]2[C:16]([N:17]3[CH2:22][CH2:21][CH:20]([C:23]4[CH:24]=[CH:25][C:26]([C:29]([F:32])([F:30])[F:31])=[CH:27][CH:28]=4)[CH2:19][CH2:18]3)=[N:15][C:14]3[C:9](=[CH:10][CH:11]=[C:12]([C:33]([OH:35])=[O:34])[CH:13]=3)[N:8]=2)[CH:6]=[CH:5][CH:4]=[CH:3][CH:2]=1, predict the reactants needed to synthesize it. The reactants are: [C:1]1([C:7]2[C:16]([N:17]3[CH2:22][CH2:21][CH:20]([C:23]4[CH:28]=[CH:27][C:26]([C:29]([F:32])([F:31])[F:30])=[CH:25][CH:24]=4)[CH2:19][CH2:18]3)=[N:15][C:14]3[C:9](=[CH:10][CH:11]=[C:12]([C:33]([O:35]C)=[O:34])[CH:13]=3)[N:8]=2)[CH:6]=[CH:5][CH:4]=[CH:3][CH:2]=1.[OH-].[Na+]. (5) The reactants are: [NH2:1][C:2]1[CH:7]=[C:6]([CH:8]2[CH2:10][CH2:9]2)[CH:5]=[CH:4][C:3]=1[CH2:11][CH:12](O)[C:13]([CH3:16])([CH3:15])[CH3:14].BrC1C(C)=CC(C)=CC=1C.C(=O)([O-])[O-].[K+].[K+].O. Given the product [C:13]([C:12]1[NH:1][C:2]2[C:3]([CH:11]=1)=[CH:4][CH:5]=[C:6]([CH:8]1[CH2:10][CH2:9]1)[CH:7]=2)([CH3:16])([CH3:15])[CH3:14], predict the reactants needed to synthesize it. (6) The reactants are: [C:1]([O:5][C:6]([N:8]1[CH2:16][C:15]2[C:10](=[C:11]([CH:18]=[CH:19][C:20]([O:22][CH3:23])=[O:21])[CH:12]=[CH:13][C:14]=2[OH:17])[CH2:9]1)=[O:7])([CH3:4])([CH3:3])[CH3:2].[CH2:24](Br)[C:25]1[CH:30]=[CH:29][CH:28]=[CH:27][CH:26]=1.C(=O)([O-])[O-].[Cs+].[Cs+]. Given the product [C:1]([O:5][C:6]([N:8]1[CH2:16][C:15]2[C:10](=[C:11]([CH:18]=[CH:19][C:20]([O:22][CH3:23])=[O:21])[CH:12]=[CH:13][C:14]=2[O:17][CH2:24][C:25]2[CH:30]=[CH:29][CH:28]=[CH:27][CH:26]=2)[CH2:9]1)=[O:7])([CH3:4])([CH3:3])[CH3:2], predict the reactants needed to synthesize it. (7) Given the product [C:29]([O:33][C:34]([N:36]1[CH2:42][CH2:41][C:40]2[C:43]([S:48][CH2:4][CH2:3][CH2:2][C:1]([OH:8])=[O:7])=[C:44]([Cl:47])[CH:45]=[CH:46][C:39]=2[CH2:38][CH2:37]1)=[O:35])([CH3:32])([CH3:30])[CH3:31], predict the reactants needed to synthesize it. The reactants are: [C:1]([OH:8])(=[O:7])[CH2:2][CH2:3][C:4](O)=O.ClC1C=CC2CCNCCC=2C=1SCCCC(=O)NC.[C:29]([O:33][C:34]([N:36]1[CH2:42][CH2:41][C:40]2[C:43]([S:48]CCCC(=O)NC)=[C:44]([Cl:47])[CH:45]=[CH:46][C:39]=2[CH2:38][CH2:37]1)=[O:35])([CH3:32])([CH3:31])[CH3:30].C(O)(C(F)(F)F)=O. (8) The reactants are: Cl[C:2]1[N:7]=[C:6]([CH3:8])[CH:5]=[CH:4][N:3]=1.[CH3:9][N:10](C=O)C. Given the product [CH3:8][C:6]1[CH:5]=[CH:4][N:3]=[C:2]([C:9]#[N:10])[N:7]=1, predict the reactants needed to synthesize it. (9) Given the product [F:1][C:2]1[C:10]([C:11]2[CH:16]=[CH:15][C:14]([CH3:17])=[CH:13][N:12]=2)=[CH:9][C:8]([N:18]2[C:22]([CH:23]([CH3:25])[CH3:24])=[N:21][N:20]=[N:19]2)=[CH:7][C:3]=1[C:4]([NH:34][CH2:33][C:30]1[CH:29]=[N:28][C:27]([CH3:26])=[CH:32][N:31]=1)=[O:6], predict the reactants needed to synthesize it. The reactants are: [F:1][C:2]1[C:10]([C:11]2[CH:16]=[CH:15][C:14]([CH3:17])=[CH:13][N:12]=2)=[CH:9][C:8]([N:18]2[C:22]([CH:23]([CH3:25])[CH3:24])=[N:21][N:20]=[N:19]2)=[CH:7][C:3]=1[C:4]([OH:6])=O.[CH3:26][C:27]1[N:28]=[CH:29][C:30]([CH2:33][NH2:34])=[N:31][CH:32]=1.